This data is from Forward reaction prediction with 1.9M reactions from USPTO patents (1976-2016). The task is: Predict the product of the given reaction. (1) Given the reactants C([O:3][C:4]([C:6]1[N:7]=[C:8]([CH:11]2[CH2:16][CH2:15][N:14]([C:17](=[O:27])[CH2:18][C:19]3[CH:24]=[C:23]([CH3:25])[CH:22]=[CH:21][C:20]=3[CH3:26])[CH2:13][CH2:12]2)[S:9][CH:10]=1)=[O:5])C.[OH-].[Na+].Cl.C(OC(=O)C)C, predict the reaction product. The product is: [CH3:26][C:20]1[CH:21]=[CH:22][C:23]([CH3:25])=[CH:24][C:19]=1[CH2:18][C:17]([N:14]1[CH2:15][CH2:16][CH:11]([C:8]2[S:9][CH:10]=[C:6]([C:4]([OH:5])=[O:3])[N:7]=2)[CH2:12][CH2:13]1)=[O:27]. (2) The product is: [F:1][C:2]1[CH:15]=[CH:14][CH:13]=[C:12]([F:16])[C:3]=1[C:4]([NH:6][C:7]1[CH:11]=[CH:10][N:9]([CH2:24][C:25]2[CH:30]=[CH:29][CH:28]=[CH:27][C:26]=2[CH2:31][C:32]2[CH:37]=[CH:36][CH:35]=[CH:34][CH:33]=2)[N:8]=1)=[O:5]. Given the reactants [F:1][C:2]1[CH:15]=[CH:14][CH:13]=[C:12]([F:16])[C:3]=1[C:4]([NH:6][C:7]1[CH:11]=[CH:10][NH:9][N:8]=1)=[O:5].C(=O)([O-])[O-].[K+].[K+].Br[CH2:24][C:25]1[CH:30]=[CH:29][CH:28]=[CH:27][C:26]=1[CH2:31][C:32]1[CH:37]=[CH:36][CH:35]=[CH:34][CH:33]=1, predict the reaction product.